From a dataset of Reaction yield outcomes from USPTO patents with 853,638 reactions. Predict the reaction yield, written as a fraction of the theoretical maximum amount of product (1.0 means a 100% yield; for example, 0.34 means a 34% yield). (1) The catalyst is CCO. The product is [Br:1][C:2]1[CH:3]=[C:4]([CH:17]=[CH:18][CH:19]=1)[CH2:5][C:6]1[N:7]=[C:8]([C:12]([OH:14])=[O:13])[O:9][C:10]=1[CH3:11]. The reactants are [Br:1][C:2]1[CH:3]=[C:4]([CH:17]=[CH:18][CH:19]=1)[CH2:5][C:6]1[N:7]=[C:8]([C:12]([O:14]CC)=[O:13])[O:9][C:10]=1[CH3:11].[OH-].[Na+].O. The yield is 0.650. (2) The reactants are [NH2:1][C:2]([NH:4][C:5]1[CH:9]=[CH:8][S:7][C:6]=1[C:10]([O:12]C)=O)=[O:3].C[Al](C)C.[NH2:18][C@H:19]1[CH2:25][CH2:24][CH2:23][CH2:22][N:21]([C:26]([O:28][C:29]([CH3:32])([CH3:31])[CH3:30])=[O:27])[CH2:20]1.C([O-])(=O)C(C(C([O-])=O)O)O.[K+].[K+]. The catalyst is C1COCC1. The product is [NH2:1][C:2]([NH:4][C:5]1[CH:9]=[CH:8][S:7][C:6]=1[C:10]([NH:18][C@H:19]1[CH2:25][CH2:24][CH2:23][CH2:22][N:21]([C:26]([O:28][C:29]([CH3:32])([CH3:31])[CH3:30])=[O:27])[CH2:20]1)=[O:12])=[O:3]. The yield is 0.620.